From a dataset of Full USPTO retrosynthesis dataset with 1.9M reactions from patents (1976-2016). Predict the reactants needed to synthesize the given product. Given the product [CH2:1]([O:3][C:4]([C:6]1[C:7]([C:17]2[CH:22]=[CH:21][C:20]([F:23])=[CH:19][CH:18]=2)=[C:8]2[N:13]([CH:14]=1)[CH:12]=[C:11]([CH2:15][NH:24][C:25]1[O:29][C:28]([C:30]([OH:37])([C:31]([F:34])([F:33])[F:32])[CH2:35][CH3:36])=[N:27][N:26]=1)[CH:10]=[CH:9]2)=[O:5])[CH3:2], predict the reactants needed to synthesize it. The reactants are: [CH2:1]([O:3][C:4]([C:6]1[C:7]([C:17]2[CH:22]=[CH:21][C:20]([F:23])=[CH:19][CH:18]=2)=[C:8]2[N:13]([CH:14]=1)[CH:12]=[C:11]([CH:15]=O)[CH:10]=[CH:9]2)=[O:5])[CH3:2].[NH2:24][C:25]1[O:29][C:28]([C:30]([OH:37])([CH2:35][CH3:36])[C:31]([F:34])([F:33])[F:32])=[N:27][N:26]=1.C1(C)C=CC(S(O)(=O)=O)=CC=1.[NH+]1C=CC=CC=1.[BH4-].[Na+].